From a dataset of Full USPTO retrosynthesis dataset with 1.9M reactions from patents (1976-2016). Predict the reactants needed to synthesize the given product. (1) Given the product [OH:5][C@H:2]([CH2:1][OH:6])[CH2:3][N:31]1[CH2:30][CH2:29][C:28]2[CH:34]=[CH:35][C:25]([C:22]3[N:21]=[C:20]([C:17]4[CH:18]=[CH:19][C:12]([O:11][CH:9]([CH3:10])[CH3:8])=[C:13]([CH:16]=4)[C:14]#[N:15])[O:24][N:23]=3)=[CH:26][C:27]=2[CH2:33][CH2:32]1, predict the reactants needed to synthesize it. The reactants are: [CH2:1]([OH:6])[C@@H:2]([OH:5])[CH:3]=O.Cl.[CH3:8][CH:9]([O:11][C:12]1[CH:19]=[CH:18][C:17]([C:20]2[O:24][N:23]=[C:22]([C:25]3[CH:35]=[CH:34][C:28]4[CH2:29][CH2:30][NH:31][CH2:32][CH2:33][C:27]=4[CH:26]=3)[N:21]=2)=[CH:16][C:13]=1[C:14]#[N:15])[CH3:10].C(O[BH-](OC(=O)C)OC(=O)C)(=O)C.[Na+].C(O)(=O)C.C(=O)([O-])O.[Na+]. (2) Given the product [C:1]([N:9]1[CH2:10][C:11]2([CH2:21][C:20](=[O:22])[C:19]3[C:14](=[CH:15][CH:16]=[C:17](/[CH:23]=[CH:24]/[C:25]([NH:27][OH:28])=[O:26])[CH:18]=3)[O:13]2)[CH2:12]1)(=[O:8])[C:2]1[CH:7]=[CH:6][CH:5]=[CH:4][CH:3]=1, predict the reactants needed to synthesize it. The reactants are: [C:1]([N:9]1[CH2:12][C:11]2([CH2:21][C:20](=[O:22])[C:19]3[C:14](=[CH:15][CH:16]=[C:17](/[CH:23]=[CH:24]/[C:25]([NH:27][O:28]C4CCCCO4)=[O:26])[CH:18]=3)[O:13]2)[CH2:10]1)(=[O:8])[C:2]1[CH:7]=[CH:6][CH:5]=[CH:4][CH:3]=1.Cl. (3) Given the product [Cl:18][C:6]1[C:5]2[C:10](=[CH:11][CH:12]=[C:3]([C:2]([F:15])([F:14])[F:1])[CH:4]=2)[N:9]=[CH:8][N:7]=1, predict the reactants needed to synthesize it. The reactants are: [F:1][C:2]([F:15])([F:14])[C:3]1[CH:4]=[C:5]2[C:10](=[CH:11][CH:12]=1)[N:9]=[CH:8][N:7]=[C:6]2O.P(Cl)(Cl)([Cl:18])=O.C(N(CC)CC)C. (4) Given the product [F:25][C:22]1[CH:23]=[CH:24][C:19]([N:17]2[C:18]3[C:10]4[CH:9]=[C:8]([NH:7][C:5](=[O:6])[C:4]5[CH:31]=[CH:32][N:33]=[C:2]([N:38]6[CH2:39][CH2:40][N:35]([CH3:34])[CH2:36][CH2:37]6)[CH:3]=5)[CH:30]=[CH:29][C:11]=4[CH2:12][CH2:13][C:14]=3[C:15]([C:26]([NH2:28])=[O:27])=[N:16]2)=[CH:20][CH:21]=1, predict the reactants needed to synthesize it. The reactants are: Cl[C:2]1[CH:3]=[C:4]([CH:31]=[CH:32][N:33]=1)[C:5]([NH:7][C:8]1[CH:30]=[CH:29][C:11]2[CH2:12][CH2:13][C:14]3[C:15]([C:26]([NH2:28])=[O:27])=[N:16][N:17]([C:19]4[CH:24]=[CH:23][C:22]([F:25])=[CH:21][CH:20]=4)[C:18]=3[C:10]=2[CH:9]=1)=[O:6].[CH3:34][N:35]1[CH2:40][CH2:39][NH:38][CH2:37][CH2:36]1.O. (5) Given the product [F:9][C:8]([F:11])([F:10])[C:7]1[C:2]([O:12][C:13]2[CH:14]=[CH:15][C:16]([C:19]([O:21][CH3:22])=[O:20])=[CH:17][CH:18]=2)=[N:3][CH:4]=[CH:5][CH:6]=1, predict the reactants needed to synthesize it. The reactants are: Cl[C:2]1[C:7]([C:8]([F:11])([F:10])[F:9])=[CH:6][CH:5]=[CH:4][N:3]=1.[OH:12][C:13]1[CH:18]=[CH:17][C:16]([C:19]([O:21][CH3:22])=[O:20])=[CH:15][CH:14]=1.C(=O)([O-])[O-].[K+].[K+].O. (6) Given the product [CH3:17][O:9][C:8]([C:7]1[N:6]=[C:5]2[N:11]([CH3:14])[CH:12]=[N:13][C:4]2=[C:3]([F:15])[C:2]=1[Br:1])=[O:10], predict the reactants needed to synthesize it. The reactants are: [Br:1][C:2]1[C:3]([F:15])=[C:4]2[N:13]=[CH:12][N:11]([CH3:14])[C:5]2=[N:6][C:7]=1[C:8]([OH:10])=[O:9].[Si](C=[N+]=[N-])(C)(C)[CH3:17]. (7) The reactants are: O1CCOCC1.[Cl:7][C:8]1[N:12]=[CH:11][N:10]([C:13]2[CH:18]=[CH:17][C:16]([N+:19]([O-])=O)=[CH:15][C:14]=2[O:22][CH3:23])[N:9]=1.[S-2].[Na+].[Na+]. Given the product [Cl:7][C:8]1[N:12]=[CH:11][N:10]([C:13]2[CH:18]=[CH:17][C:16]([NH2:19])=[CH:15][C:14]=2[O:22][CH3:23])[N:9]=1, predict the reactants needed to synthesize it. (8) Given the product [CH2:8]([O:15][C:16]([C@@H:18]1[CH2:26][C@@H:25]2[C@@H:20]([CH2:21][C:22]([OH:27])([C:1]3[CH:6]=[CH:5][CH:4]=[CH:3][CH:2]=3)[CH2:23][CH2:24]2)[N:19]1[CH2:28][C:29]1[CH:34]=[CH:33][CH:32]=[CH:31][CH:30]=1)=[O:17])[C:9]1[CH:10]=[CH:11][CH:12]=[CH:13][CH:14]=1, predict the reactants needed to synthesize it. The reactants are: [C:1]1([Li])[CH:6]=[CH:5][CH:4]=[CH:3][CH:2]=1.[CH2:8]([O:15][C:16]([C@@H:18]1[CH2:26][C@@H:25]2[C@@H:20]([CH2:21][C:22](=[O:27])[CH2:23][CH2:24]2)[N:19]1[CH2:28][C:29]1[CH:34]=[CH:33][CH:32]=[CH:31][CH:30]=1)=[O:17])[C:9]1[CH:14]=[CH:13][CH:12]=[CH:11][CH:10]=1.CCOCC.O. (9) Given the product [Cl:1][C:2]1[CH:10]=[C:9]([CH:11]([O:19][CH2:20][C:21]2([C:34]3[CH:39]=[CH:38][C:37]([F:40])=[CH:36][CH:35]=3)[CH2:26][CH2:25][N:24]([C:27]([O:29][C:30]([CH3:33])([CH3:32])[CH3:31])=[O:28])[CH2:23][CH2:22]2)[CH2:12][CH3:13])[C:8]2[C:4](=[CH:5][N:6]([CH2:41][O:42][CH2:43][CH2:44][Si:45]([CH3:48])([CH3:46])[CH3:47])[N:7]=2)[CH:3]=1, predict the reactants needed to synthesize it. The reactants are: [Cl:1][C:2]1[CH:10]=[C:9]([CH:11]([O:19][CH2:20][C:21]2([C:34]3[CH:39]=[CH:38][C:37]([F:40])=[CH:36][CH:35]=3)[CH2:26][CH2:25][N:24]([C:27]([O:29][C:30]([CH3:33])([CH3:32])[CH3:31])=[O:28])[CH2:23][CH2:22]2)[CH2:12][CH2:13]OS(C)(=O)=O)[C:8]2[C:4](=[CH:5][N:6]([CH2:41][O:42][CH2:43][CH2:44][Si:45]([CH3:48])([CH3:47])[CH3:46])[N:7]=2)[CH:3]=1.[Li+].[B-](CC)(CC)CC.